This data is from Peptide-MHC class I binding affinity with 185,985 pairs from IEDB/IMGT. The task is: Regression. Given a peptide amino acid sequence and an MHC pseudo amino acid sequence, predict their binding affinity value. This is MHC class I binding data. (1) The peptide sequence is KARNIISPV. The MHC is HLA-B15:17 with pseudo-sequence HLA-B15:17. The binding affinity (normalized) is 0.0847. (2) The peptide sequence is SLTIKDSSNK. The MHC is H-2-Kb with pseudo-sequence H-2-Kb. The binding affinity (normalized) is 0. (3) The peptide sequence is GESVKTQFNY. The MHC is HLA-B45:01 with pseudo-sequence HLA-B45:01. The binding affinity (normalized) is 0.174.